From a dataset of Peptide-MHC class II binding affinity with 134,281 pairs from IEDB. Regression. Given a peptide amino acid sequence and an MHC pseudo amino acid sequence, predict their binding affinity value. This is MHC class II binding data. The binding affinity (normalized) is 0.316. The peptide sequence is SISSNTGNLKFGLSY. The MHC is DRB1_0101 with pseudo-sequence DRB1_0101.